From a dataset of Forward reaction prediction with 1.9M reactions from USPTO patents (1976-2016). Predict the product of the given reaction. (1) Given the reactants F[C:2]1[CH:7]=[CH:6][C:5]([C:8]2[O:9][C:10]3[CH:16]=[CH:15][CH:14]=[CH:13][C:11]=3[N:12]=2)=[CH:4][C:3]=1[N+:17]([O-:19])=[O:18].C(=O)([O-])[O-].[K+].[K+].[CH:26]([NH2:29])([CH3:28])[CH3:27].O, predict the reaction product. The product is: [CH:26]([NH:29][C:2]1[CH:7]=[CH:6][C:5]([C:8]2[O:9][C:10]3[CH:16]=[CH:15][CH:14]=[CH:13][C:11]=3[N:12]=2)=[CH:4][C:3]=1[N+:17]([O-:19])=[O:18])([CH3:28])[CH3:27]. (2) Given the reactants [F:1][C:2]1[CH:9]=[CH:8][C:5]([CH:6]=[O:7])=[CH:4][CH:3]=1.[CH3:10][N:11]([CH3:30])[C:12]1([C:24]2[CH:29]=[CH:28][CH:27]=[CH:26][CH:25]=2)[CH2:17][CH2:16][CH:15]([CH2:18]O[Si](C)(C)C)[CH2:14][CH2:13]1.O([Si](C)(C)C)S(C(F)(F)F)(=O)=O.C([SiH](CC)CC)C.[OH-].[Na+], predict the reaction product. The product is: [F:1][C:2]1[CH:9]=[CH:8][C:5]([CH2:6][O:7][CH2:18][CH:15]2[CH2:14][CH2:13][C:12]([N:11]([CH3:10])[CH3:30])([C:24]3[CH:25]=[CH:26][CH:27]=[CH:28][CH:29]=3)[CH2:17][CH2:16]2)=[CH:4][CH:3]=1. (3) Given the reactants [ClH:1].[OH:2][C:3]1[CH:8]=[CH:7][C:6]([CH2:9][CH2:10]O)=[CH:5][CH:4]=1, predict the reaction product. The product is: [OH:2][C:3]1[CH:8]=[CH:7][C:6]([CH2:9][CH2:10][Cl:1])=[CH:5][CH:4]=1. (4) Given the reactants C([O-])(=O)C.[NH4+].[CH2:6]([N:13]1[CH2:18][CH:17]([CH2:19][CH3:20])[C:16](=O)[CH:15]([CH2:22][CH3:23])[CH2:14]1)[C:7]1[CH:12]=[CH:11][CH:10]=[CH:9][CH:8]=1.C([BH3-])#[N:25].[Na+], predict the reaction product. The product is: [NH2:25][CH:16]1[CH:17]([CH2:19][CH3:20])[CH2:18][N:13]([CH2:6][C:7]2[CH:12]=[CH:11][CH:10]=[CH:9][CH:8]=2)[CH2:14][CH:15]1[CH2:22][CH3:23]. (5) Given the reactants C([O:8][CH2:9][C:10]#[C:11][CH2:12][C@H:13]([O:23][CH2:24][O:25][CH2:26][CH2:27][O:28][CH3:29])[CH2:14][O:15][C:16]1[CH:21]=[CH:20][C:19]([F:22])=[CH:18][CH:17]=1)C1C=CC=CC=1, predict the reaction product. The product is: [F:22][C:19]1[CH:18]=[CH:17][C:16]([O:15][CH2:14][C@@H:13]([O:23][CH2:24][O:25][CH2:26][CH2:27][O:28][CH3:29])[CH2:12][CH2:11][CH2:10][CH2:9][OH:8])=[CH:21][CH:20]=1. (6) Given the reactants [F:1][C:2]1[CH:7]=[CH:6][C:5]([N:8]2[C:16]3[C:11](=[CH:12][C:13]([CH:17]([C:28]4[CH:33]=[CH:32][CH:31]=[CH:30][CH:29]=4)[CH:18]([C:22]4[CH:27]=[CH:26][CH:25]=[CH:24][CH:23]=4)[C:19](O)=[O:20])=[CH:14][CH:15]=3)[CH:10]=[N:9]2)=[CH:4][CH:3]=1.FC1C=CC([N:41]2C3C(=CC(C(C4C=CC=CC=4)C(C)(C)CN)=CC=3)C=N2)=CC=1, predict the reaction product. The product is: [F:1][C:2]1[CH:3]=[CH:4][C:5]([N:8]2[C:16]3[C:11](=[CH:12][C:13]([CH:17]([C:28]4[CH:29]=[CH:30][CH:31]=[CH:32][CH:33]=4)[CH:18]([C:22]4[CH:23]=[CH:24][CH:25]=[CH:26][CH:27]=4)[C:19]([NH2:41])=[O:20])=[CH:14][CH:15]=3)[CH:10]=[N:9]2)=[CH:6][CH:7]=1. (7) Given the reactants C([N:11]1[CH2:18][CH2:17][CH2:16][C@@:12]1([C:19]([NH:21][C:22]1[CH:27]=[CH:26][CH:25]=[C:24]([OH:28])[CH:23]=1)=[O:20])[C:13]([OH:15])=[O:14])(OCC1C=CC=CC=1)=O.[BrH:29], predict the reaction product. The product is: [BrH:29].[OH:28][C:24]1[CH:23]=[C:22]([NH:21][C:19]([C@@:12]2([C:13]([OH:15])=[O:14])[CH2:16][CH2:17][CH2:18][NH:11]2)=[O:20])[CH:27]=[CH:26][CH:25]=1. (8) Given the reactants [ClH:1].[F:2][C:3]([F:34])([F:33])[C:4]1[CH:5]=[C:6]([CH:26]=[C:27]([C:29]([F:32])([F:31])[F:30])[CH:28]=1)[CH2:7][N:8]([CH3:25])[C:9]([C@@H:11]1[CH2:16][CH2:15][NH:14][CH2:13][C@H:12]1[C:17]1[CH:22]=[CH:21][C:20]([F:23])=[CH:19][C:18]=1[CH3:24])=[O:10].Br[CH2:36][CH2:37][CH2:38][OH:39].CCN(CC)CC.Cl.C(OCC)(=O)C, predict the reaction product. The product is: [ClH:1].[F:34][C:3]([F:2])([F:33])[C:4]1[CH:5]=[C:6]([CH:26]=[C:27]([C:29]([F:30])([F:31])[F:32])[CH:28]=1)[CH2:7][N:8]([CH3:25])[C:9]([C@@H:11]1[CH2:16][CH2:15][N:14]([CH2:36][CH2:37][CH2:38][OH:39])[CH2:13][C@H:12]1[C:17]1[CH:22]=[CH:21][C:20]([F:23])=[CH:19][C:18]=1[CH3:24])=[O:10]. (9) Given the reactants Cl.[NH2:2][C:3]1[C:12]2[N:13]=[C:14]([CH2:16][CH2:17][CH3:18])[S:15][C:11]=2[C:10]2[CH:9]=[CH:8][C:7]([O:19][CH2:20][CH2:21][CH2:22][CH2:23][CH2:24][CH2:25][NH:26]C(=O)OC(C)(C)C)=[CH:6][C:5]=2[N:4]=1, predict the reaction product. The product is: [NH2:26][CH2:25][CH2:24][CH2:23][CH2:22][CH2:21][CH2:20][O:19][C:7]1[CH:8]=[CH:9][C:10]2[C:11]3[S:15][C:14]([CH2:16][CH2:17][CH3:18])=[N:13][C:12]=3[C:3]([NH2:2])=[N:4][C:5]=2[CH:6]=1. (10) Given the reactants [Cr](Cl)([O-])(=O)=O.[NH+]1C=CC=CC=1.[I:12][C:13]1[CH:20]=[CH:19][CH:18]=[CH:17][C:14]=1[CH2:15][OH:16], predict the reaction product. The product is: [I:12][C:13]1[CH:20]=[CH:19][CH:18]=[CH:17][C:14]=1[CH:15]=[O:16].